Predict the product of the given reaction. From a dataset of Forward reaction prediction with 1.9M reactions from USPTO patents (1976-2016). (1) The product is: [ClH:43].[CH:1]1([C:4]2[N:42]=[C:7]3[N:8]=[C:9]([C:18]4[CH:19]=[CH:20][C:21]([CH2:24][N:25]5[CH2:26][CH2:27][CH:28]([C:31]6[N:35]=[C:34]([C:36]7[CH:41]=[CH:40][CH:39]=[CH:38][N:37]=7)[NH:33][N:32]=6)[CH2:29][CH2:30]5)=[CH:22][CH:23]=4)[C:10]([C:12]4[CH:13]=[CH:14][CH:15]=[CH:16][CH:17]=4)=[CH:11][N:6]3[N:5]=2)[CH2:2][CH2:3]1. Given the reactants [CH:1]1([C:4]2[N:42]=[C:7]3[N:8]=[C:9]([C:18]4[CH:23]=[CH:22][C:21]([CH2:24][N:25]5[CH2:30][CH2:29][CH:28]([C:31]6[N:35]=[C:34]([C:36]7[CH:41]=[CH:40][CH:39]=[CH:38][N:37]=7)[NH:33][N:32]=6)[CH2:27][CH2:26]5)=[CH:20][CH:19]=4)[C:10]([C:12]4[CH:17]=[CH:16][CH:15]=[CH:14][CH:13]=4)=[CH:11][N:6]3[N:5]=2)[CH2:3][CH2:2]1.[ClH:43], predict the reaction product. (2) The product is: [NH2:1][C:2]1[CH:7]=[C:6]([Cl:8])[CH:5]=[CH:4][C:3]=1[S:9][CH2:14][CH2:13][C:12]([N:11]([CH3:16])[CH3:10])=[O:15]. Given the reactants [NH2:1][C:2]1[CH:7]=[C:6]([Cl:8])[CH:5]=[CH:4][C:3]=1[SH:9].[CH3:10][N:11]([CH3:16])[C:12](=[O:15])[CH:13]=[CH2:14].CC(O)=O, predict the reaction product. (3) The product is: [CH:1]1([C:4]2[N:5]=[C:6]([C:9]3[CH:14]=[C:13]([NH:15][C:16]([NH:18][CH2:19][CH3:20])=[O:17])[N:12]=[CH:11][C:10]=3[C:21]3[CH:22]=[C:23]4[C:28](=[CH:29][CH:30]=3)[N:27]([C@@H:31]([CH2:46][CH:47]([CH3:49])[CH3:48])[CH2:32][O:33][P:34]([OH:41])([OH:36])=[O:35])[CH:26]=[C:25]([C:50]([OH:52])=[O:51])[C:24]4=[O:53])[S:7][CH:8]=2)[CH2:2][CH2:3]1. Given the reactants [CH:1]1([C:4]2[N:5]=[C:6]([C:9]3[CH:14]=[C:13]([NH:15][C:16]([NH:18][CH2:19][CH3:20])=[O:17])[N:12]=[CH:11][C:10]=3[C:21]3[CH:22]=[C:23]4[C:28](=[CH:29][CH:30]=3)[N:27]([C@@H:31]([CH2:46][CH:47]([CH3:49])[CH3:48])[CH2:32][O:33][P:34]([O:41]C(C)(C)C)([O:36]C(C)(C)C)=[O:35])[CH:26]=[C:25]([C:50]([OH:52])=[O:51])[C:24]4=[O:53])[S:7][CH:8]=2)[CH2:3][CH2:2]1.Cl, predict the reaction product. (4) Given the reactants O.[OH-].[Li+].[CH3:4][C:5]1[CH:10]=[C:9]([CH3:11])[CH:8]=[C:7]([CH3:12])[C:6]=1[NH:13][C:14]([NH:16][C:17]1[C:18]([C:27]([NH:29][C@H:30]([C:38]([O:40]CC)=[O:39])[CH2:31][C:32]2[CH:37]=[CH:36][CH:35]=[CH:34][CH:33]=2)=[O:28])=[CH:19][C:20]2[C:25]([CH:26]=1)=[CH:24][CH:23]=[CH:22][CH:21]=2)=[O:15].O.Cl, predict the reaction product. The product is: [CH3:12][C:7]1[CH:8]=[C:9]([CH3:11])[CH:10]=[C:5]([CH3:4])[C:6]=1[NH:13][C:14]([NH:16][C:17]1[C:18]([C:27]([NH:29][C@H:30]([C:38]([OH:40])=[O:39])[CH2:31][C:32]2[CH:37]=[CH:36][CH:35]=[CH:34][CH:33]=2)=[O:28])=[CH:19][C:20]2[C:25]([CH:26]=1)=[CH:24][CH:23]=[CH:22][CH:21]=2)=[O:15]. (5) Given the reactants [C:1]([O:5][C:6]([NH:8][CH2:9][C:10]1[CH:18]=[CH:17][C:13]([C:14](O)=[O:15])=[CH:12][CH:11]=1)=[O:7])([CH3:4])([CH3:3])[CH3:2].C(Cl)(=O)C([Cl:22])=O, predict the reaction product. The product is: [C:1]([O:5][C:6](=[O:7])[NH:8][CH2:9][C:10]1[CH:18]=[CH:17][C:13]([C:14]([Cl:22])=[O:15])=[CH:12][CH:11]=1)([CH3:4])([CH3:3])[CH3:2].